Dataset: NCI-60 drug combinations with 297,098 pairs across 59 cell lines. Task: Regression. Given two drug SMILES strings and cell line genomic features, predict the synergy score measuring deviation from expected non-interaction effect. (1) Drug 1: C1=NC(=NC(=O)N1C2C(C(C(O2)CO)O)O)N. Drug 2: CCCCC(=O)OCC(=O)C1(CC(C2=C(C1)C(=C3C(=C2O)C(=O)C4=C(C3=O)C=CC=C4OC)O)OC5CC(C(C(O5)C)O)NC(=O)C(F)(F)F)O. Cell line: U251. Synergy scores: CSS=47.5, Synergy_ZIP=-0.444, Synergy_Bliss=0.762, Synergy_Loewe=-15.7, Synergy_HSA=0.334. (2) Drug 1: CC(C1=C(C=CC(=C1Cl)F)Cl)OC2=C(N=CC(=C2)C3=CN(N=C3)C4CCNCC4)N. Drug 2: CC=C1C(=O)NC(C(=O)OC2CC(=O)NC(C(=O)NC(CSSCCC=C2)C(=O)N1)C(C)C)C(C)C. Cell line: OVCAR3. Synergy scores: CSS=18.0, Synergy_ZIP=0.105, Synergy_Bliss=-4.35, Synergy_Loewe=-63.9, Synergy_HSA=-6.03. (3) Drug 2: C1CN(CCN1C(=O)CCBr)C(=O)CCBr. Synergy scores: CSS=16.9, Synergy_ZIP=-1.64, Synergy_Bliss=1.11, Synergy_Loewe=-0.177, Synergy_HSA=2.08. Drug 1: CN1CCC(CC1)COC2=C(C=C3C(=C2)N=CN=C3NC4=C(C=C(C=C4)Br)F)OC. Cell line: MCF7. (4) Drug 1: CCC1=CC2CC(C3=C(CN(C2)C1)C4=CC=CC=C4N3)(C5=C(C=C6C(=C5)C78CCN9C7C(C=CC9)(C(C(C8N6C)(C(=O)OC)O)OC(=O)C)CC)OC)C(=O)OC.C(C(C(=O)O)O)(C(=O)O)O. Drug 2: C1CC(=O)NC(=O)C1N2C(=O)C3=CC=CC=C3C2=O. Cell line: HCC-2998. Synergy scores: CSS=62.7, Synergy_ZIP=1.02, Synergy_Bliss=3.81, Synergy_Loewe=-42.0, Synergy_HSA=3.30. (5) Drug 1: CC1=CC2C(CCC3(C2CCC3(C(=O)C)OC(=O)C)C)C4(C1=CC(=O)CC4)C. Drug 2: C1=CN(C=N1)CC(O)(P(=O)(O)O)P(=O)(O)O. Cell line: EKVX. Synergy scores: CSS=1.17, Synergy_ZIP=-2.78, Synergy_Bliss=-2.91, Synergy_Loewe=-3.00, Synergy_HSA=-2.43.